Dataset: Catalyst prediction with 721,799 reactions and 888 catalyst types from USPTO. Task: Predict which catalyst facilitates the given reaction. (1) Reactant: O=[C:2]([NH:12][NH:13][C:14](=[O:19])[C:15]([F:18])([F:17])[F:16])[CH2:3][NH:4][C:5](=[O:11])[O:6][C:7]([CH3:10])([CH3:9])[CH3:8].CCN(C(C)C)C(C)C.C1(P(C2C=CC=CC=2)C2C=CC=CC=2)C=CC=CC=1.ClC(Cl)(Cl)C(Cl)(Cl)Cl.C1C2C(C3ON=C(N)N=3)CN(C2)C1. Product: [F:18][C:15]([F:16])([F:17])[C:14]1[O:19][C:2]([CH2:3][NH:4][C:5](=[O:11])[O:6][C:7]([CH3:8])([CH3:9])[CH3:10])=[N:12][N:13]=1. The catalyst class is: 10. (2) Reactant: Cl.[C:2]1([NH:8][CH:9]([C:13]2[S:14][CH:15]=[CH:16][CH:17]=2)[C:10]([OH:12])=[O:11])[CH:7]=[CH:6][CH:5]=[CH:4][CH:3]=1.C1CCC(N=C=NC2CCCCC2)CC1.C1C=CC2N(O)N=NC=2C=1.[N:43]12[CH2:50][CH2:49][CH:46]([CH2:47][CH2:48]1)[C@@H:45](O)[CH2:44]2. Product: [C:2]1([NH:8][CH:9]([C:13]2[S:14][CH:15]=[CH:16][CH:17]=2)[C:10]([O:12][C@@H:45]2[CH:46]3[CH2:49][CH2:50][N:43]([CH2:48][CH2:47]3)[CH2:44]2)=[O:11])[CH:3]=[CH:4][CH:5]=[CH:6][CH:7]=1. The catalyst class is: 1. (3) Reactant: [NH:1]1[C:5]2[CH:6]=[CH:7][CH:8]=[CH:9][C:4]=2[N:3]=[C:2]1[CH2:10][C:11]1[CH:19]=[CH:18][C:14]([C:15]([OH:17])=O)=[CH:13][CH:12]=1.Cl.CN(C)CCCN=C=NCC.ON1C2C=CC=CC=2N=N1.C(N(C(C)C)CC)(C)C.[NH:51]1[CH2:55][CH2:54][CH:53]([OH:56])[CH2:52]1. Product: [NH:3]1[C:4]2[CH:9]=[CH:8][CH:7]=[CH:6][C:5]=2[N:1]=[C:2]1[CH2:10][C:11]1[CH:12]=[CH:13][C:14]([C:15]([N:51]2[CH2:55][CH2:54][CH:53]([OH:56])[CH2:52]2)=[O:17])=[CH:18][CH:19]=1. The catalyst class is: 46. (4) Reactant: [CH3:1][O:2][C:3](=[O:14])[C:4]1[CH:9]=[CH:8][C:7]([CH3:10])=[CH:6][C:5]=1[N+:11]([O-:13])=[O:12].C1C(=O)N([Br:22])C(=O)C1.COC(C)(C)C. Product: [CH3:1][O:2][C:3](=[O:14])[C:4]1[CH:9]=[CH:8][C:7]([CH2:10][Br:22])=[CH:6][C:5]=1[N+:11]([O-:13])=[O:12]. The catalyst class is: 10. (5) Reactant: [NH2:1][C:2]1[CH:11]=[CH:10][C:5]([C:6]([O:8][CH3:9])=[O:7])=[CH:4][C:3]=1[C:12]#[CH:13].Cl[C:15]1[CH:20]=[CH:19][N:18]=[C:17](NC)[N:16]=1.[CH2:23]([N:25](CC)CC)C. Product: [NH2:1][C:2]1[CH:11]=[CH:10][C:5]([C:6]([O:8][CH3:9])=[O:7])=[CH:4][C:3]=1[C:12]#[C:13][C:19]1[CH:20]=[CH:15][N:16]([NH:25][CH3:23])[CH2:17][N:18]=1. The catalyst class is: 590.